The task is: Predict which catalyst facilitates the given reaction.. This data is from Catalyst prediction with 721,799 reactions and 888 catalyst types from USPTO. (1) Reactant: [CH2:1]([C:3]1[CH:9]=[CH:8][C:6](N)=[CH:5][C:4]=1[N+:10]([O-:12])=[O:11])[CH3:2].N([O-])=O.[Na+].[BrH:17]. Product: [Br:17][C:6]1[CH:8]=[CH:9][C:3]([CH2:1][CH3:2])=[C:4]([N+:10]([O-:12])=[O:11])[CH:5]=1. The catalyst class is: 6. (2) Reactant: [NH2:1][C:2]1[C:11]2[N:10]=[CH:9][CH:8]=[CH:7][C:6]=2C(C([O-])=O)=[CH:4][CH:3]=1.[CH:15]([O:22][CH2:23][CH3:24])(OCC)OCC.[N-:25]=[N+:26]=[N-:27].[Na+].[C:29](=O)(O)[O-].[Na+].[OH2:34]. Product: [N:1]1([C:2]2[C:11]3[N:10]=[CH:9][CH:8]=[CH:7][C:6]=3[C:24]([C:23]([O:22][CH3:15])=[O:34])=[CH:4][CH:3]=2)[CH:29]=[N:27][N:26]=[N:25]1. The catalyst class is: 15. (3) Reactant: [CH:1]1([CH2:4][O:5][C:6]2[C:7]([N+:18]([O-])=O)=[C:8]([CH:13]=[CH:14][C:15]=2[O:16][CH3:17])[C:9]([O:11][CH3:12])=[O:10])[CH2:3][CH2:2]1. Product: [NH2:18][C:7]1[C:6]([O:5][CH2:4][CH:1]2[CH2:3][CH2:2]2)=[C:15]([O:16][CH3:17])[CH:14]=[CH:13][C:8]=1[C:9]([O:11][CH3:12])=[O:10]. The catalyst class is: 43. (4) Reactant: [CH3:1][C:2]1[S:3][CH:4]=[C:5]([CH3:7])[N:6]=1.C([Li])CCC.[CH3:13][O:14][CH2:15][C:16](OCC)=[O:17]. Product: [CH3:13][O:14][CH2:15][C:16]([CH2:1][C:2]1[S:3][CH:4]=[C:5]([CH3:7])[N:6]=1)=[O:17]. The catalyst class is: 1. (5) Reactant: [NH2:1][C:2]1[C:10]2[CH2:9][CH2:8][N:7]([C:11]3[CH:16]=[CH:15][C:14]([CH3:17])=[CH:13][CH:12]=3)[C:6](=[O:18])[C:5]=2[NH:4][N:3]=1.C(OOC([O-])=O)([O-])=O.[K+].[K+].[C:29](O[C:29]([O:31][C:32]([CH3:35])([CH3:34])[CH3:33])=[O:30])([O:31][C:32]([CH3:35])([CH3:34])[CH3:33])=[O:30]. Product: [C:32]([O:31][C:29]([N:4]1[C:5]2[C:6](=[O:18])[N:7]([C:11]3[CH:16]=[CH:15][C:14]([CH3:17])=[CH:13][CH:12]=3)[CH2:8][CH2:9][C:10]=2[C:2]([NH2:1])=[N:3]1)=[O:30])([CH3:35])([CH3:34])[CH3:33]. The catalyst class is: 7. (6) Reactant: [NH2:1][CH2:2][C:3]1[CH:8]=[CH:7][N:6]=[C:5]([O:9][C:10]2[CH:11]=[C:12]([CH3:26])[C:13]3[CH:17]([CH2:18][C:19]([O:21]CC)=[O:20])[O:16][B:15]([OH:24])[C:14]=3[CH:25]=2)[CH:4]=1.[OH-].[Na+]. Product: [NH2:1][CH2:2][C:3]1[CH:8]=[CH:7][N:6]=[C:5]([O:9][C:10]2[CH:11]=[C:12]([CH3:26])[C:13]3[CH:17]([CH2:18][C:19]([OH:21])=[O:20])[O:16][B:15]([OH:24])[C:14]=3[CH:25]=2)[CH:4]=1. The catalyst class is: 92.